This data is from Reaction yield outcomes from USPTO patents with 853,638 reactions. The task is: Predict the reaction yield, written as a fraction of the theoretical maximum amount of product (1.0 means a 100% yield; for example, 0.34 means a 34% yield). (1) The reactants are Br[C:2]1[CH:3]=[C:4]([N:22]([CH3:29])[CH:23]2[CH2:28][CH2:27][O:26][CH2:25][CH2:24]2)[C:5]([CH3:21])=[C:6]([CH:20]=1)[C:7]([NH:9][CH2:10][C:11]1[C:12](=[O:19])[NH:13][C:14]([CH3:18])=[CH:15][C:16]=1[CH3:17])=[O:8].CC1(C)C(C)(C)OB([C:38]2[CH:50]=[CH:49][C:41]([CH2:42][N:43]3[CH2:48][CH2:47][O:46][CH2:45][CH2:44]3)=[CH:40][CH:39]=2)O1.C([O-])([O-])=O.[Na+].[Na+]. The catalyst is O1CCOCC1.O.C1C=CC([P]([Pd]([P](C2C=CC=CC=2)(C2C=CC=CC=2)C2C=CC=CC=2)([P](C2C=CC=CC=2)(C2C=CC=CC=2)C2C=CC=CC=2)[P](C2C=CC=CC=2)(C2C=CC=CC=2)C2C=CC=CC=2)(C2C=CC=CC=2)C2C=CC=CC=2)=CC=1. The product is [CH3:17][C:16]1[CH:15]=[C:14]([CH3:18])[NH:13][C:12](=[O:19])[C:11]=1[CH2:10][NH:9][C:7]([C:6]1[CH:20]=[C:2]([C:38]2[CH:39]=[CH:40][C:41]([CH2:42][N:43]3[CH2:48][CH2:47][O:46][CH2:45][CH2:44]3)=[CH:49][CH:50]=2)[CH:3]=[C:4]([N:22]([CH3:29])[CH:23]2[CH2:28][CH2:27][O:26][CH2:25][CH2:24]2)[C:5]=1[CH3:21])=[O:8]. The yield is 0.550. (2) The reactants are [F:1][C:2]([F:18])([F:17])[C:3]1[O:7][N:6]=[C:5]([C:8]2[S:12][C:11]([C:13]([OH:15])=O)=[CH:10][CH:9]=2)[C:4]=1[CH3:16].[NH:19]1[CH2:24][CH2:23][O:22][CH2:21][CH2:20]1.C1COCC1.N1CCCCC1. The catalyst is C(N(CC)CC)C. The product is [CH3:16][C:4]1[C:5]([C:8]2[S:12][C:11]([C:13]([N:19]3[CH2:24][CH2:23][O:22][CH2:21][CH2:20]3)=[O:15])=[CH:10][CH:9]=2)=[N:6][O:7][C:3]=1[C:2]([F:1])([F:18])[F:17]. The yield is 0.950. (3) The reactants are [CH2:1]([NH:3][C:4]([N:6]1[N:10]=[CH:9][C:8]2([CH2:14][CH2:13][CH2:12][CH2:11]2)[CH2:7]1)=[S:5])[CH3:2].[C:15]1(C)C=CC(S(OC)(=O)=O)=CC=1. The catalyst is CO. The product is [CH3:15][S:5][C:4]([N:6]1[N:10]=[CH:9][C:8]2([CH2:14][CH2:13][CH2:12][CH2:11]2)[CH2:7]1)=[N:3][CH2:1][CH3:2]. The yield is 0.310. (4) The reactants are IC1C=CC([C:8]2[CH:13]=[CH:12][CH:11]=[CH:10][C:9]=2[N:14](C(=O)C)[C:15]2[CH:20]=[CH:19][CH:18]=[CH:17][CH:16]=2)=CC=1.C(=O)([O-])[O-].[K+].[K+].[CH3:30][CH2:31][CH2:32][CH2:33][CH2:34][CH2:35][CH2:36][CH2:37][CH2:38][CH2:39][CH2:40][CH3:41].[OH-].[K+]. The catalyst is C(O)CC(C)C.[Cu].O. The product is [C:36]1([C:35]2[CH:30]=[CH:31][CH:32]=[CH:33][CH:34]=2)[CH:41]=[CH:40][C:39]([N:14]([C:9]2[CH:8]=[CH:13][CH:12]=[CH:11][CH:10]=2)[C:15]2[CH:16]=[CH:17][C:18]([C:18]3[CH:19]=[CH:20][C:15]([NH:14][C:9]4[CH:10]=[CH:11][CH:12]=[CH:13][CH:8]=4)=[CH:16][CH:17]=3)=[CH:19][CH:20]=2)=[CH:38][CH:37]=1. The yield is 0.778. (5) The reactants are [NH2:1][C:2]1[C:7]2=[C:8](Br)[CH:9]=[C:10]([C:11]([O:13][CH2:14][CH2:15][CH2:16][CH3:17])=[O:12])[N:6]2[N:5]=[CH:4][N:3]=1.[C:19]([O:23][C:24]([NH:26][C:27]1[CH:32]=[CH:31][C:30](B(O)O)=[CH:29][CH:28]=1)=[O:25])([CH3:22])([CH3:21])[CH3:20].C(=O)([O-])[O-].[Na+].[Na+]. The catalyst is COCCOC.CN(C=O)C.C1C=CC([P]([Pd]([P](C2C=CC=CC=2)(C2C=CC=CC=2)C2C=CC=CC=2)([P](C2C=CC=CC=2)(C2C=CC=CC=2)C2C=CC=CC=2)[P](C2C=CC=CC=2)(C2C=CC=CC=2)C2C=CC=CC=2)(C2C=CC=CC=2)C2C=CC=CC=2)=CC=1. The product is [NH2:1][C:2]1[C:7]2=[C:8]([C:30]3[CH:29]=[CH:28][C:27]([NH:26][C:24]([O:23][C:19]([CH3:22])([CH3:21])[CH3:20])=[O:25])=[CH:32][CH:31]=3)[CH:9]=[C:10]([C:11]([O:13][CH2:14][CH2:15][CH2:16][CH3:17])=[O:12])[N:6]2[N:5]=[CH:4][N:3]=1. The yield is 0.260. (6) The reactants are Cl[C:2]1[C:11]2[C:6](=[CH:7][C:8]([O:13][CH3:14])=[C:9]([F:12])[CH:10]=2)[CH:5]=[CH:4][N:3]=1.[F-:15].[Cs+]. The catalyst is CS(C)=O.O. The product is [F:15][C:2]1[C:11]2[C:6](=[CH:7][C:8]([O:13][CH3:14])=[C:9]([F:12])[CH:10]=2)[CH:5]=[CH:4][N:3]=1. The yield is 0.680. (7) The reactants are [NH2:1][C:2]1[C:7]([F:8])=[CH:6][N:5]=[C:4](Cl)[N:3]=1.[C:10](=[N:18][OH:19])([C:12]1[CH:17]=[CH:16][CH:15]=[CH:14][CH:13]=1)[CH3:11].[H-].[Na+].O. The catalyst is CN(C=O)C.Cl.C(Cl)Cl. The product is [NH2:1][C:2]1[C:7]([F:8])=[CH:6][N:5]=[C:4]([O:19][N:18]=[C:10]([C:12]2[CH:17]=[CH:16][CH:15]=[CH:14][CH:13]=2)[CH3:11])[N:3]=1. The yield is 0.340.